Dataset: Catalyst prediction with 721,799 reactions and 888 catalyst types from USPTO. Task: Predict which catalyst facilitates the given reaction. (1) Reactant: [OH:1][CH2:2][C:3]1([CH2:15][OH:16])[CH2:9][CH2:8][S:7][C:6]2[CH:10]=[CH:11][CH:12]=[CH:13][C:5]=2[C:4]1=[O:14].C(N(CC)CC)C.[F:24][C:25]([F:36])([F:35])[C:26]1[CH:27]=[C:28]([N:32]=[C:33]=[S:34])[CH:29]=[CH:30][CH:31]=1. Product: [OH:16][CH2:15][C:3]1([CH2:2][O:1][C:33](=[S:34])[NH:32][C:28]2[CH:29]=[CH:30][CH:31]=[C:26]([C:25]([F:24])([F:35])[F:36])[CH:27]=2)[CH2:9][CH2:8][S:7][C:6]2[CH:10]=[CH:11][CH:12]=[CH:13][C:5]=2[C:4]1=[O:14]. The catalyst class is: 7. (2) Reactant: Cl[C:2]1[N:7]=[CH:6][N:5]=[C:4]([NH:8][C:9]2[CH:14]=[CH:13][C:12]([N:15]3[CH2:20][CH2:19][N:18]([CH:21]4[CH2:24][O:23][CH2:22]4)[CH2:17][CH2:16]3)=[CH:11][CH:10]=2)[N:3]=1.[CH3:25][O:26][C:27]1[CH:34]=[CH:33][C:32](B2OC(C)(C)C(C)(C)O2)=[CH:31][C:28]=1[C:29]#[N:30].C(=O)([O-])[O-].[Na+].[Na+].O1CCOCC1. Product: [CH3:25][O:26][C:27]1[CH:34]=[CH:33][C:32]([C:2]2[N:3]=[C:4]([NH:8][C:9]3[CH:14]=[CH:13][C:12]([N:15]4[CH2:20][CH2:19][N:18]([CH:21]5[CH2:24][O:23][CH2:22]5)[CH2:17][CH2:16]4)=[CH:11][CH:10]=3)[N:5]=[CH:6][N:7]=2)=[CH:31][C:28]=1[C:29]#[N:30]. The catalyst class is: 6. (3) Reactant: [C:1]1([N:7]2[C:11]([NH:12][C:13]3[CH:18]=[CH:17][CH:16]=[CH:15][CH:14]=3)=[CH:10][C:9]([CH2:19][OH:20])=[N:8]2)[CH:6]=[CH:5][CH:4]=[CH:3][CH:2]=1.C(N(CC)CC)C.O. Product: [C:1]1([N:7]2[C:11]([NH:12][C:13]3[CH:14]=[CH:15][CH:16]=[CH:17][CH:18]=3)=[CH:10][C:9]([CH:19]=[O:20])=[N:8]2)[CH:2]=[CH:3][CH:4]=[CH:5][CH:6]=1. The catalyst class is: 16. (4) Reactant: [C:1]([OH:5])(=[O:4])[CH:2]=[O:3].[N+:6]([C:9]1[CH:10]=[C:11]([CH:17]=[CH:18][CH:19]=1)[CH2:12][NH:13][CH2:14][CH2:15]O)([O-:8])=[O:7].O. Product: [OH:4][CH:1]1[O:5][CH2:15][CH2:14][N:13]([CH2:12][C:11]2[CH:17]=[CH:18][CH:19]=[C:9]([N+:6]([O-:8])=[O:7])[CH:10]=2)[C:2]1=[O:3]. The catalyst class is: 7. (5) Reactant: [Cl:1][C:2]1[CH:7]=[C:6]([I:8])[CH:5]=[CH:4][C:3]=1[NH:9][C:10]1[N:15]([CH3:16])[C:14](=[O:17])[C:13]2[CH:18]=[CH:19][O:20][C:12]=2[C:11]=1[C:21]([NH:23][O:24][CH2:25][CH2:26][O:27]C=C)=[O:22].Cl.C([O-])(O)=O.[Na+]. Product: [Cl:1][C:2]1[CH:7]=[C:6]([I:8])[CH:5]=[CH:4][C:3]=1[NH:9][C:10]1[N:15]([CH3:16])[C:14](=[O:17])[C:13]2[CH:18]=[CH:19][O:20][C:12]=2[C:11]=1[C:21]([NH:23][O:24][CH2:25][CH2:26][OH:27])=[O:22]. The catalyst class is: 5. (6) Reactant: [CH3:1][C:2]1[C:6]([CH2:7][O:8][C:9]2[CH:14]=[CH:13][C:12]([S:15]([NH:18][C:19]3[CH:24]=[CH:23][C:22]([CH:25]([CH3:27])[CH3:26])=[CH:21][N:20]=3)(=[O:17])=[O:16])=[CH:11][CH:10]=2)=[C:5]([CH3:28])[O:4][N:3]=1.[C:29](N=C(N(C)C)N(C)C)([CH3:32])([CH3:31])[CH3:30]. Product: [CH3:1][C:2]1[C:6]([CH2:7][O:8][C:9]2[CH:10]=[CH:11][C:12]([S:15]([N:18]([CH2:30][CH:29]([CH3:32])[CH3:31])[C:19]3[CH:24]=[CH:23][C:22]([CH:25]([CH3:26])[CH3:27])=[CH:21][N:20]=3)(=[O:17])=[O:16])=[CH:13][CH:14]=2)=[C:5]([CH3:28])[O:4][N:3]=1. The catalyst class is: 10. (7) Reactant: [CH3:1][O:2][C:3]1[CH:8]=[CH:7][C:6]([CH2:9][C:10](OC)=[O:11])=[CH:5][CH:4]=1.[H-].C([Al+]CC(C)C)C(C)C.C(C(C(C([O-])=O)O)O)([O-])=O.[K+].[Na+]. Product: [CH3:1][O:2][C:3]1[CH:8]=[CH:7][C:6]([CH2:9][CH:10]=[O:11])=[CH:5][CH:4]=1. The catalyst class is: 11.